This data is from Full USPTO retrosynthesis dataset with 1.9M reactions from patents (1976-2016). The task is: Predict the reactants needed to synthesize the given product. (1) Given the product [Br:1][C:2]1[N:7]=[CH:6][C:5]([O:8][CH2:12][C@@H:11]([NH:13][C:14](=[O:20])[O:15][C:16]([CH3:17])([CH3:19])[CH3:18])[CH3:10])=[CH:4][CH:3]=1, predict the reactants needed to synthesize it. The reactants are: [Br:1][C:2]1[N:7]=[CH:6][C:5]([OH:8])=[CH:4][CH:3]=1.O[CH2:10][C@@H:11]([NH:13][C:14](=[O:20])[O:15][C:16]([CH3:19])([CH3:18])[CH3:17])[CH3:12].C1(P(C2C=CC=CC=2)C2C=CC=CC=2)C=CC=CC=1.N(C(OC(C)C)=O)=NC(OC(C)C)=O. (2) Given the product [NH2:1][C@@H:2]1[CH2:7][CH2:6][CH2:5][CH2:4][C@@H:3]1[NH:8][C:9]([C:11]1[N:12]=[C:13]([C:24]2[CH:29]=[CH:28][C:27]([Cl:30])=[CH:26][C:25]=2[Cl:31])[N:14]([C:17]2[CH:18]=[CH:19][C:20]([O:23][Si:36]([C:33]([CH3:35])([CH3:34])[CH3:32])([CH3:38])[CH3:37])=[CH:21][CH:22]=2)[C:15]=1[CH3:16])=[O:10], predict the reactants needed to synthesize it. The reactants are: [NH2:1][C@@H:2]1[CH2:7][CH2:6][CH2:5][CH2:4][C@@H:3]1[NH:8][C:9]([C:11]1[N:12]=[C:13]([C:24]2[CH:29]=[CH:28][C:27]([Cl:30])=[CH:26][C:25]=2[Cl:31])[N:14]([C:17]2[CH:22]=[CH:21][C:20]([OH:23])=[CH:19][CH:18]=2)[C:15]=1[CH3:16])=[O:10].[CH3:32][C:33]([Si:36](Cl)([CH3:38])[CH3:37])([CH3:35])[CH3:34].O. (3) Given the product [CH:14]1([C:12]([C:6]2[CH:7]=[N:8][C:9]3[C:4]([C:5]=2[NH:17][CH:18]2[CH:19]4[CH2:20][C:21]5([NH:28][C:29](=[O:35])[O:30][C:31]([CH3:33])([CH3:32])[CH3:34])[CH2:22][CH:23]([CH2:24][CH:25]2[CH2:26]5)[CH2:27]4)=[CH:3][C:2]([C:41]2[CH:40]=[C:39]([O:52][CH3:53])[C:38]([OH:54])=[C:37]([Cl:36])[CH:42]=2)=[CH:11][CH:10]=3)=[O:13])[CH2:16][CH2:15]1, predict the reactants needed to synthesize it. The reactants are: Br[C:2]1[CH:3]=[C:4]2[C:9](=[CH:10][CH:11]=1)[N:8]=[CH:7][C:6]([C:12]([CH:14]1[CH2:16][CH2:15]1)=[O:13])=[C:5]2[NH:17][CH:18]1[CH:25]2[CH2:26][C:21]3([NH:28][C:29](=[O:35])[O:30][C:31]([CH3:34])([CH3:33])[CH3:32])[CH2:22][CH:23]([CH2:27][CH:19]1[CH2:20]3)[CH2:24]2.[Cl:36][C:37]1[CH:42]=[C:41](B2OC(C)(C)C(C)(C)O2)[CH:40]=[C:39]([O:52][CH3:53])[C:38]=1[OH:54]. (4) Given the product [CH3:3][N:2]([C:4]1[C:9]2[CH2:10][C@@H:11]3[C:21]([C:22](=[O:23])[C:8]=2[C:7]([OH:33])=[CH:6][CH:5]=1)=[C:20]([OH:24])[C@@:19]1([OH:25])[C@H:13]([C@H:14]([N:30]([CH3:32])[CH3:31])[C:15]([OH:29])=[C:16]([C:26]([NH2:28])=[O:27])[C:17]1=[O:18])[CH2:12]3)[CH3:1], predict the reactants needed to synthesize it. The reactants are: [CH3:1][N:2]([C:4]1[C:9]2[CH2:10][C@@H:11]3[C:21]([C:22](=[O:23])[C:8]=2[C:7]([OH:33])=[CH:6][CH:5]=1)=[C:20]([OH:24])[C@@:19]1([OH:25])[C@H:13]([C@H:14]([N:30]([CH3:32])[CH3:31])[C:15]([OH:29])=[C:16]([C:26]([NH2:28])=[O:27])[C:17]1=[O:18])[CH2:12]3)[CH3:3].Cl.